This data is from Reaction yield outcomes from USPTO patents with 853,638 reactions. The task is: Predict the reaction yield, written as a fraction of the theoretical maximum amount of product (1.0 means a 100% yield; for example, 0.34 means a 34% yield). (1) The reactants are [CH3:1][O:2][C:3]1[CH:22]=[CH:21][C:6]([C:7]([CH:9]2[CH2:14][CH2:13][N:12]([CH:15]3[CH2:19][CH2:18][NH:17][C:16]3=[O:20])[CH2:11][CH2:10]2)=[O:8])=[CH:5][CH:4]=1.Cl[CH2:24][C:25]1[NH:26][C:27](=[O:34])[C:28]2[S:33][CH:32]=[CH:31][C:29]=2[N:30]=1.[H-].[Na+]. The catalyst is C1COCC1.CCOCC. The product is [CH3:1][O:2][C:3]1[CH:4]=[CH:5][C:6]([C:7]([CH:9]2[CH2:14][CH2:13][N:12]([CH:15]3[CH2:19][CH2:18][N:17]([CH2:24][C:25]4[NH:26][C:27](=[O:34])[CH:28]5[S:33][CH:32]=[CH:31][CH:29]5[N:30]=4)[C:16]3=[O:20])[CH2:11][CH2:10]2)=[O:8])=[CH:21][CH:22]=1. The yield is 0.954. (2) The reactants are C([N:3](CC)CC)C.F[P-](F)(F)(F)(F)F.N1(O[P+](N(C)C)(N(C)C)N(C)C)C2C=CC=CC=2N=N1.[CH3:35][O:36][C:37]1[C:38]([CH3:62])=[C:39]([C:49](=[O:61])[C:50]2[CH:55]=[CH:54][C:53]([N+:56]([O-:58])=[O:57])=[C:52]([O:59][CH3:60])[CH:51]=2)[N:40]2[C:45]=1[CH:44]=[CH:43][C:42]([C:46](O)=[O:47])=[CH:41]2.N.C(=O)(O)[O-].[Na+]. The catalyst is CN(C)C=O.O1CCCC1.C(OC(C)C)(C)C.O. The product is [CH3:35][O:36][C:37]1[C:38]([CH3:62])=[C:39]([C:49](=[O:61])[C:50]2[CH:55]=[CH:54][C:53]([N+:56]([O-:58])=[O:57])=[C:52]([O:59][CH3:60])[CH:51]=2)[N:40]2[C:45]=1[CH:44]=[CH:43][C:42]([C:46]([NH2:3])=[O:47])=[CH:41]2. The yield is 0.810. (3) The reactants are [Cl:1][C:2]1[C:3]2[C:10](I)=[CH:9][N:8]([CH3:12])[C:4]=2[N:5]=[CH:6][N:7]=1.B(O)(O)[C:14]1[CH:23]=[CH:22][C:21]2[C:16](=[CH:17][CH:18]=[CH:19][CH:20]=2)[CH:15]=1.C([O-])([O-])=O.[Na+].[Na+]. The catalyst is C1COCC1.C1C=CC(P(C2C=CC=CC=2)[C-]2C=CC=C2)=CC=1.C1C=CC(P(C2C=CC=CC=2)[C-]2C=CC=C2)=CC=1.Cl[Pd]Cl.[Fe+2]. The product is [Cl:1][C:2]1[C:3]2[C:10]([C:14]3[CH:23]=[CH:22][C:21]4[C:16](=[CH:17][CH:18]=[CH:19][CH:20]=4)[CH:15]=3)=[CH:9][N:8]([CH3:12])[C:4]=2[N:5]=[CH:6][N:7]=1. The yield is 0.260. (4) The reactants are [CH3:1][O:2][C:3]1[CH:4]=[C:5]2[C:10](=[CH:11][C:12]=1[O:13][CH3:14])[N:9]=[CH:8][CH:7]=[C:6]2[O:15][C:16]1[CH:22]=[CH:21][C:19]([NH2:20])=[CH:18][CH:17]=1.C1(C)C=CC=CC=1.C(N(CC)CC)C.Cl[C:38](Cl)([O:40][C:41](=[O:47])OC(Cl)(Cl)Cl)Cl.[F:49][C:50]([F:60])([F:59])[C:51]1[CH:58]=[CH:57][C:54](CO)=[CH:53][CH:52]=1. The catalyst is C(Cl)Cl. The product is [CH3:1][O:2][C:3]1[CH:4]=[C:5]2[C:10](=[CH:11][C:12]=1[O:13][CH3:14])[N:9]=[CH:8][CH:7]=[C:6]2[O:15][C:16]1[CH:22]=[CH:21][C:19]([NH:20][C:41](=[O:47])[O:40][CH2:38][C:54]2[CH:57]=[CH:58][C:51]([C:50]([F:60])([F:59])[F:49])=[CH:52][CH:53]=2)=[CH:18][CH:17]=1. The yield is 0.570. (5) The reactants are [CH3:1][O:2][C:3]([C:5]1[N:6]([CH3:31])[C:7](CCN2CCOCC2)=[C:8]([C:17]2[CH:22]=[CH:21][N:20]=[CH:19][CH:18]=2)[C:9]=1[C:10]1[CH:15]=[CH:14][C:13]([F:16])=[CH:12][CH:11]=1)=[O:4].C([O-])(=O)C.[Na+].Cl.[NH2:38]O. The catalyst is CO.C(OCC)(=O)C.C(Cl)Cl. The product is [CH3:1][O:2][C:3]([C:5]1[N:6]([CH3:31])[C:7]([NH2:38])=[C:8]([C:17]2[CH:18]=[CH:19][N:20]=[CH:21][CH:22]=2)[C:9]=1[C:10]1[CH:15]=[CH:14][C:13]([F:16])=[CH:12][CH:11]=1)=[O:4]. The yield is 0.945. (6) The reactants are C1(P(C2C=CC=CC=2)C2C=CC=CC=2)C=CC=CC=1.[C:20]([C:22]1[CH:29]=[CH:28][C:25]([CH2:26]O)=[CH:24][CH:23]=1)#[CH:21].[Br:30]C(Br)(Br)Br.N1C(C)=CC=CC=1C. The catalyst is C(Cl)Cl. The product is [C:20]([C:22]1[CH:29]=[CH:28][C:25]([CH2:26][Br:30])=[CH:24][CH:23]=1)#[CH:21]. The yield is 0.950. (7) The reactants are C1(P(C2C=CC=CC=2)C2C=CC=CC=2)C=CC=CC=1.[Br:20]Br.[Cl:22][C:23]1[C:28]([F:29])=[CH:27][CH:26]=[C:25]([Cl:30])[C:24]=1[CH:31](O)[CH3:32].C(=O)(O)[O-].[Na+]. No catalyst specified. The product is [Cl:30][C:25]1[CH:26]=[CH:27][C:28]([F:29])=[C:23]([Cl:22])[C:24]=1[CH:31]([Br:20])[CH3:32]. The yield is 0.950. (8) The reactants are [CH2:1]([N:8]1[C:16]2[C:15](=[O:17])[N:14]([CH2:18][CH2:19][CH2:20][O:21]C3CCCCO3)[C:13](=[O:28])[N:12](COCC[Si](C)(C)C)[C:11]=2[N:10]=[C:9]1[O:37][C:38]1[CH:43]=[CH:42][CH:41]=[C:40]([O:44][C:45]([F:48])([F:47])[F:46])[CH:39]=1)[C:2]1[CH:7]=[CH:6][CH:5]=[CH:4][CH:3]=1.Cl. The catalyst is C(O)C. The product is [CH2:1]([N:8]1[C:16]2[C:15](=[O:17])[N:14]([CH2:18][CH2:19][CH2:20][OH:21])[C:13](=[O:28])[NH:12][C:11]=2[N:10]=[C:9]1[O:37][C:38]1[CH:43]=[CH:42][CH:41]=[C:40]([O:44][C:45]([F:46])([F:48])[F:47])[CH:39]=1)[C:2]1[CH:7]=[CH:6][CH:5]=[CH:4][CH:3]=1. The yield is 1.00. (9) The reactants are [Cl:1][C:2]1[CH:3]=[C:4]([C:9]2([C:21]([F:24])([F:23])[F:22])[O:13][N:12]=[C:11]([C:14]3[CH:20]=[CH:19][C:17]([NH2:18])=[CH:16][CH:15]=3)[CH2:10]2)[CH:5]=[C:6]([Cl:8])[CH:7]=1.[CH:25]([O-])([O-])OCC.[N-:31]=[N+:32]=[N-:33].[Na+].O. The catalyst is C(O)(=O)C.C(OCC)(=O)C. The product is [Cl:1][C:2]1[CH:3]=[C:4]([C:9]2([C:21]([F:22])([F:24])[F:23])[O:13][N:12]=[C:11]([C:14]3[CH:15]=[CH:16][C:17]([N:18]4[CH:25]=[N:33][N:32]=[N:31]4)=[CH:19][CH:20]=3)[CH2:10]2)[CH:5]=[C:6]([Cl:8])[CH:7]=1. The yield is 0.550. (10) The reactants are [H-].[Na+].[C:3]([O:7][C:8]([N:10]1[C:18]2[C:13](=[CH:14][C:15]([NH:19][C:20](=[O:27])[C:21]3[CH:26]=[CH:25][CH:24]=[CH:23][CH:22]=3)=[CH:16][CH:17]=2)[CH2:12][CH2:11]1)=[O:9])([CH3:6])([CH3:5])[CH3:4].[CH3:28]I. The catalyst is CN(C=O)C.C([O-])(O)=O.[Na+]. The product is [C:3]([O:7][C:8]([N:10]1[C:18]2[C:13](=[CH:14][C:15]([N:19]([C:20](=[O:27])[C:21]3[CH:22]=[CH:23][CH:24]=[CH:25][CH:26]=3)[CH3:28])=[CH:16][CH:17]=2)[CH2:12][CH2:11]1)=[O:9])([CH3:6])([CH3:4])[CH3:5]. The yield is 0.930.